This data is from Full USPTO retrosynthesis dataset with 1.9M reactions from patents (1976-2016). The task is: Predict the reactants needed to synthesize the given product. (1) Given the product [F:39][C:33]1[CH:34]=[C:35]([F:38])[CH:36]=[CH:37][C:32]=1[C:30]1[CH:29]=[CH:28][C:20]([C:21]([O:23][C:24]([CH3:26])([CH3:27])[CH3:25])=[O:22])=[C:19]([NH:18][C:10](=[O:12])[C:9]2[CH:13]=[CH:14][CH:15]=[C:16]([CH3:17])[C:8]=2[CH3:7])[CH:31]=1, predict the reactants needed to synthesize it. The reactants are: C(Cl)(=O)C(Cl)=O.[CH3:7][C:8]1[C:16]([CH3:17])=[CH:15][CH:14]=[CH:13][C:9]=1[C:10]([OH:12])=O.[NH2:18][C:19]1[CH:31]=[C:30]([C:32]2[CH:37]=[CH:36][C:35]([F:38])=[CH:34][C:33]=2[F:39])[CH:29]=[CH:28][C:20]=1[C:21]([O:23][C:24]([CH3:27])([CH3:26])[CH3:25])=[O:22].C(=O)([O-])O.[Na+]. (2) The reactants are: [F:1][C:2]1[CH:7]=[CH:6][CH:5]=[C:4]([N+:8]([O-:10])=[O:9])[C:3]=1[OH:11].C([O-])([O-])=O.[K+].[K+].[F:18][C:19]([F:32])([F:31])[S:20](O[S:20]([C:19]([F:32])([F:31])[F:18])(=[O:22])=[O:21])(=[O:22])=[O:21]. Given the product [F:1][C:2]1[CH:7]=[CH:6][CH:5]=[C:4]([N+:8]([O-:10])=[O:9])[C:3]=1[O:11][S:20]([C:19]([F:32])([F:31])[F:18])(=[O:22])=[O:21], predict the reactants needed to synthesize it. (3) Given the product [CH3:1][N:2]1[CH:6]=[CH:5][CH:4]=[C:3]1[C:9]1[CH:10]=[N:11][CH:12]=[CH:13][CH:14]=1, predict the reactants needed to synthesize it. The reactants are: [CH3:1][N:2]1[CH:6]=[CH:5][CH:4]=[C:3]1[Li].Br[C:9]1[CH:10]=[N:11][CH:12]=[CH:13][CH:14]=1. (4) Given the product [NH2:15][C:16]1[CH:17]=[C:18]([C:22]2[CH:31]=[CH:30][C:29]3[NH:28][C:27](=[O:32])[C:26]4[NH:33][CH:34]=[CH:35][C:25]=4[C:24]=3[CH:23]=2)[CH:19]=[CH:20][CH:21]=1.[F:1][C:2]([F:7])([F:6])[C:3]([OH:5])=[O:4].[CH2:36]([C:38]([OH:40])=[O:39])[CH3:37], predict the reactants needed to synthesize it. The reactants are: [F:1][C:2]([F:7])([F:6])[C:3]([OH:5])=[O:4].C(OC([NH:15][C:16]1[CH:17]=[C:18]([C:22]2[CH:31]=[CH:30][C:29]3[NH:28][C:27](=[O:32])[C:26]4[NH:33][CH:34]=[CH:35][C:25]=4[C:24]=3[CH:23]=2)[CH:19]=[CH:20][CH:21]=1)=O)(C)(C)C.[CH2:36]([C:38]([O-:40])=[O:39])[CH3:37]. (5) Given the product [O:17]=[C:12]1[NH:11][CH2:16][CH2:15][N:14]([C:2]2[N:7]=[CH:6][C:5]([B:8]([OH:10])[OH:9])=[CH:4][N:3]=2)[CH2:13]1, predict the reactants needed to synthesize it. The reactants are: Cl[C:2]1[N:7]=[CH:6][C:5]([B:8]([OH:10])[OH:9])=[CH:4][N:3]=1.[NH:11]1[CH2:16][CH2:15][NH:14][CH2:13][C:12]1=[O:17]. (6) Given the product [F:12][C:9]1[C:10]([CH3:11])=[C:2]2[C:3]([C:4](=[O:5])[NH:14][C:18](=[O:19])[NH:1]2)=[CH:7][CH:8]=1, predict the reactants needed to synthesize it. The reactants are: [NH2:1][C:2]1[C:10]([CH3:11])=[C:9]([F:12])[CH:8]=[CH:7][C:3]=1[C:4](O)=[O:5].C[N:14]1[C:18](=[O:19])CCC1.NC(N)=O. (7) Given the product [CH:1]1([S:4]([C:7]2[CH:8]=[CH:9][C:10]([CH:13]([CH2:18][CH:19]3[CH2:24][CH2:23][O:22][CH2:21][CH2:20]3)[C:14](=[O:17])[CH2:15][CH2:16][C:33]([C:31]3[S:32][C:28]([CH:26]([OH:25])[CH3:27])=[CH:29][N:30]=3)=[O:34])=[CH:11][CH:12]=2)(=[O:6])=[O:5])[CH2:3][CH2:2]1, predict the reactants needed to synthesize it. The reactants are: [CH:1]1([S:4]([C:7]2[CH:12]=[CH:11][C:10]([CH:13]([CH2:18][CH:19]3[CH2:24][CH2:23][O:22][CH2:21][CH2:20]3)[C:14](=[O:17])[CH:15]=[CH2:16])=[CH:9][CH:8]=2)(=[O:6])=[O:5])[CH2:3][CH2:2]1.[OH:25][CH:26]([C:28]1[S:32][C:31]([CH:33]=[O:34])=[N:30][CH:29]=1)[CH3:27].C(N(CC)CC)C.O1CCCC1. (8) Given the product [CH3:1][O:2][C:3]1[CH:4]=[C:5]2[C:10](=[CH:11][C:12]=1[O:13][CH3:14])[N:9]=[CH:8][CH:7]=[C:6]2[O:15][C:16]1[CH:22]=[CH:21][C:19]([NH:20][C:29](=[O:35])[O:28][C:26]2[C:42]([CH3:41])=[CH:43][CH:38]=[CH:39][C:40]=2[CH3:44])=[C:18]([CH3:23])[C:17]=1[CH3:24], predict the reactants needed to synthesize it. The reactants are: [CH3:1][O:2][C:3]1[CH:4]=[C:5]2[C:10](=[CH:11][C:12]=1[O:13][CH3:14])[N:9]=[CH:8][CH:7]=[C:6]2[O:15][C:16]1[CH:22]=[CH:21][C:19]([NH2:20])=[C:18]([CH3:23])[C:17]=1[CH3:24].Cl[C:26](Cl)([O:28][C:29](=[O:35])OC(Cl)(Cl)Cl)Cl.C[C:38]1[CH:43]=[CH:42][CH:41]=[C:40]([CH3:44])[C:39]=1O.C(=O)(O)[O-].[Na+]. (9) Given the product [F:15][C:16]1[CH:22]=[CH:21][C:20]([C:23]([F:24])([F:25])[F:26])=[CH:19][C:17]=1[NH:18][C:9]([C:4]1[CH:3]=[CH:2][NH:1][N:5]=1)=[O:10], predict the reactants needed to synthesize it. The reactants are: [N:1]1[N:5]2[C:9](=[O:10])[C:4]3[N:5]([N:1]=[CH:2][CH:3]=3)[C:9](=[O:10])[C:4]2=[CH:3][CH:2]=1.[F:15][C:16]1[CH:22]=[CH:21][C:20]([C:23]([F:26])([F:25])[F:24])=[CH:19][C:17]=1[NH2:18]. (10) Given the product [N:1]1([C:8]2[N:13]3[N:14]=[C:15]([NH:17][C:19]4[CH:24]=[CH:23][C:22]([N:25]5[CH:29]=[C:28]([CH3:30])[N:27]=[CH:26]5)=[C:21]([O:31][CH3:32])[CH:20]=4)[N:16]=[C:12]3[CH:11]=[CH:10][CH:9]=2)[CH2:7][CH2:6][CH2:5][CH2:4][CH2:3][CH2:2]1, predict the reactants needed to synthesize it. The reactants are: [N:1]1([C:8]2[N:13]3[N:14]=[C:15]([NH2:17])[N:16]=[C:12]3[CH:11]=[CH:10][CH:9]=2)[CH2:7][CH2:6][CH2:5][CH2:4][CH2:3][CH2:2]1.Br[C:19]1[CH:24]=[CH:23][C:22]([N:25]2[CH:29]=[C:28]([CH3:30])[N:27]=[CH:26]2)=[C:21]([O:31][CH3:32])[CH:20]=1.C(Cl)Cl.